Task: Regression. Given a peptide amino acid sequence and an MHC pseudo amino acid sequence, predict their binding affinity value. This is MHC class II binding data.. Dataset: Peptide-MHC class II binding affinity with 134,281 pairs from IEDB The MHC is DRB1_1602 with pseudo-sequence DRB1_1602. The peptide sequence is AIPKVPPGPNITATY. The binding affinity (normalized) is 0.188.